Dataset: Forward reaction prediction with 1.9M reactions from USPTO patents (1976-2016). Task: Predict the product of the given reaction. (1) Given the reactants [Cl:1][C:2]1[N:7]=[N:6][C:5]([NH2:8])=[CH:4][CH:3]=1.[K].Cl[CH:11]([CH:17]=O)[C:12]([O:14][CH2:15][CH3:16])=[O:13], predict the reaction product. The product is: [Cl:1][C:2]1[CH:3]=[CH:4][C:5]2[N:6]([C:11]([C:12]([O:14][CH2:15][CH3:16])=[O:13])=[CH:17][N:8]=2)[N:7]=1. (2) Given the reactants [C:1]([C:3]1[CH:32]=[CH:31][C:6]([CH2:7][NH:8][C:9]([N:11]2[CH2:16][CH2:15][N:14]([C:17](=[O:30])[CH2:18][NH:19][C:20](=[O:29])[O:21][CH2:22][C:23]3[CH:28]=[CH:27][CH:26]=[CH:25][CH:24]=3)[CH2:13][CH2:12]2)=[O:10])=[CH:5][CH:4]=1)#[N:2], predict the reaction product. The product is: [NH2:2][CH2:1][C:3]1[CH:32]=[CH:31][C:6]([CH2:7][NH:8][C:9]([N:11]2[CH2:12][CH2:13][N:14]([C:17](=[O:30])[CH2:18][NH:19][C:20](=[O:29])[O:21][CH2:22][C:23]3[CH:24]=[CH:25][CH:26]=[CH:27][CH:28]=3)[CH2:15][CH2:16]2)=[O:10])=[CH:5][CH:4]=1. (3) Given the reactants [OH:1][C:2]1[C:3]([N+:19]([O-])=O)=[C:4]([CH:16]=[CH:17][CH:18]=1)[C:5]([NH:7][C:8]1[CH:13]=[CH:12][C:11]([O:14][CH3:15])=[CH:10][CH:9]=1)=[O:6].[H][H], predict the reaction product. The product is: [NH2:19][C:3]1[C:2]([OH:1])=[CH:18][CH:17]=[CH:16][C:4]=1[C:5]([NH:7][C:8]1[CH:9]=[CH:10][C:11]([O:14][CH3:15])=[CH:12][CH:13]=1)=[O:6]. (4) Given the reactants [OH:1][CH2:2][C@H:3]1[NH:8][C:7](=[O:9])[CH2:6][CH2:5][CH2:4]1.I[C:11]1[CH:16]=[CH:15][CH:14]=[CH:13][CH:12]=1.CN(C)CCN.[O-]P([O-])([O-])=O.[K+].[K+].[K+], predict the reaction product. The product is: [OH:1][CH2:2][C@H:3]1[N:8]([C:11]2[CH:16]=[CH:15][CH:14]=[CH:13][CH:12]=2)[C:7](=[O:9])[CH2:6][CH2:5][CH2:4]1. (5) Given the reactants [F:1][C:2]1[C:7](I)=[CH:6][C:5]([CH3:9])=[CH:4][N:3]=1.Cl[C:11]1[C:12]([N+:23]([O-:25])=[O:24])=[C:13]([CH3:22])[C:14]([C:18]([F:21])([F:20])[F:19])=[CH:15][C:16]=1[Cl:17].O.CO, predict the reaction product. The product is: [Cl:17][C:16]1[C:11]([C:7]2[C:2]([F:1])=[N:3][CH:4]=[C:5]([CH3:9])[CH:6]=2)=[C:12]([N+:23]([O-:25])=[O:24])[C:13]([CH3:22])=[C:14]([C:18]([F:19])([F:20])[F:21])[CH:15]=1. (6) Given the reactants [Cl:1][C:2]1[CH:3]=[CH:4][C:5]([CH2:9][OH:10])=[C:6]([OH:8])[CH:7]=1.[CH3:11][O:12][CH2:13][CH2:14]Br, predict the reaction product. The product is: [Cl:1][C:2]1[CH:3]=[CH:4][C:5]([CH2:9][OH:10])=[C:6]([O:8][CH2:14][CH2:13][O:12][CH3:11])[CH:7]=1. (7) Given the reactants [CH:1]1([N:6]2[CH2:12][C:11]([CH2:14][CH3:15])([F:13])[C:10](=[O:16])[N:9]([CH3:17])[C:8]3[CH:18]=[N:19][C:20]([NH:22][C:23]4[CH:31]=[CH:30][C:26]([C:27](O)=[O:28])=[CH:25][C:24]=4[O:32][CH3:33])=[N:21][C:7]2=3)[CH2:5][CH2:4][CH2:3][CH2:2]1.CN(C(ON1N=NC2C=CC=NC1=2)=[N+](C)C)C.F[P-](F)(F)(F)(F)F.[CH3:58][N:59]1[CH2:64][CH2:63][CH:62]([NH2:65])[CH2:61][CH2:60]1, predict the reaction product. The product is: [CH:1]1([N:6]2[CH2:12][C:11]([CH2:14][CH3:15])([F:13])[C:10](=[O:16])[N:9]([CH3:17])[C:8]3[CH:18]=[N:19][C:20]([NH:22][C:23]4[CH:31]=[CH:30][C:26]([C:27]([NH:65][CH:62]5[CH2:63][CH2:64][N:59]([CH3:58])[CH2:60][CH2:61]5)=[O:28])=[CH:25][C:24]=4[O:32][CH3:33])=[N:21][C:7]2=3)[CH2:2][CH2:3][CH2:4][CH2:5]1.